From a dataset of Reaction yield outcomes from USPTO patents with 853,638 reactions. Predict the reaction yield, written as a fraction of the theoretical maximum amount of product (1.0 means a 100% yield; for example, 0.34 means a 34% yield). The catalyst is C1COCC1. The yield is 0.800. The product is [OH:2][CH2:1][CH2:4][CH2:5][N:6]1[CH:10]=[CH:9][CH:8]=[CH:7]1. The reactants are [C:1]([CH2:4][CH2:5][N:6]1[CH:10]=[CH:9][CH:8]=[CH:7]1)(O)=[O:2].[H-].[H-].[H-].[H-].[Li+].[Al+3].